Dataset: Full USPTO retrosynthesis dataset with 1.9M reactions from patents (1976-2016). Task: Predict the reactants needed to synthesize the given product. (1) Given the product [Cl:1][C:2]1[CH:3]=[C:4]([CH:24]([CH2:35][CH:32]2[CH2:34][CH2:33]2)[C:25]([O:27][CH2:28][CH3:29])=[O:26])[CH:5]=[C:6]([C:14]2[CH:15]=[CH:16][C:17]([C:20]([F:21])([F:22])[F:23])=[CH:18][CH:19]=2)[C:7]=1[O:8][CH2:9][C:10]([F:13])([F:12])[F:11], predict the reactants needed to synthesize it. The reactants are: [Cl:1][C:2]1[CH:3]=[C:4]([CH2:24][C:25]([O:27][CH2:28][CH3:29])=[O:26])[CH:5]=[C:6]([C:14]2[CH:19]=[CH:18][C:17]([C:20]([F:23])([F:22])[F:21])=[CH:16][CH:15]=2)[C:7]=1[O:8][CH2:9][C:10]([F:13])([F:12])[F:11].[H-].[Na+].[CH:32]1([CH2:35]Br)[CH2:34][CH2:33]1.[NH4+].[Cl-]. (2) The reactants are: Cl[C:2]1[CH:7]=[C:6]([N:8]2[CH:17]([CH3:18])[CH2:16][C:15]3[C:10](=[CH:11][C:12]([C:19]4[CH:20]=[N:21][N:22]([CH3:24])[CH:23]=4)=[CH:13][CH:14]=3)[CH2:9]2)[N:5]=[C:4]([NH2:25])[N:3]=1.[CH3:26][N:27]1[CH2:33][CH2:32][CH2:31][NH:30][CH2:29][CH2:28]1. Given the product [CH3:26][N:27]1[CH2:33][CH2:32][CH2:31][N:30]([C:2]2[CH:7]=[C:6]([N:8]3[CH:17]([CH3:18])[CH2:16][C:15]4[C:10](=[CH:11][C:12]([C:19]5[CH:20]=[N:21][N:22]([CH3:24])[CH:23]=5)=[CH:13][CH:14]=4)[CH2:9]3)[N:5]=[C:4]([NH2:25])[N:3]=2)[CH2:29][CH2:28]1, predict the reactants needed to synthesize it. (3) Given the product [CH2:1]([N:8]1[C:17]2[C:12](=[N:13][C:14]([C:18]3[CH:23]=[CH:22][CH:21]=[CH:20][CH:19]=3)=[CH:15][CH:16]=2)[CH2:11][CH:10]([NH:24][S:25]([C:28]2[CH:33]=[CH:32][CH:31]=[CH:30][CH:29]=2)(=[O:27])=[O:26])[CH2:9]1)[C:2]1[CH:3]=[CH:4][CH:5]=[CH:6][CH:7]=1, predict the reactants needed to synthesize it. The reactants are: [CH2:1]([N:8]1[C:17]2[C:12](=[N:13][C:14]([C:18]3[CH:23]=[CH:22][CH:21]=[CH:20][CH:19]=3)=[CH:15][CH:16]=2)[CH2:11][CH:10]([NH:24][S:25]([C:28]2[CH:33]=[CH:32][CH:31]=[CH:30][CH:29]=2)(=[O:27])=[O:26])[C:9]1=O)[C:2]1[CH:7]=[CH:6][CH:5]=[CH:4][CH:3]=1.B.O1CCCC1.CO. (4) Given the product [F:36][C:37]([F:42])([F:41])[C:38]([OH:40])=[O:39].[F:36][C:37]([F:42])([F:41])[C:38]([OH:40])=[O:39].[N:2]12[CH2:11][CH:6]3[CH2:7][CH:8]([CH2:10][CH:4]([C@H:5]3[NH:12][C:30]([C:27]3[CH:28]=[CH:29][C:23]4[N:22]=[C:21]([NH2:20])[S:25][C:24]=4[CH:26]=3)=[O:31])[CH2:3]1)[CH2:9]2, predict the reactants needed to synthesize it. The reactants are: Cl.[N:2]12[CH2:11][CH:6]3[CH2:7][CH:8]([CH2:10][CH:4]([C@H:5]3[NH2:12])[CH2:3]1)[CH2:9]2.CC(OC([NH:20][C:21]1[S:25][C:24]2[CH:26]=[C:27]([C:30](O)=[O:31])[CH:28]=[CH:29][C:23]=2[N:22]=1)=O)(C)C.ClCCl.[F:36][C:37]([F:42])([F:41])[C:38]([OH:40])=[O:39]. (5) Given the product [I-:20].[CH3:1][C:2]1[CH:3]=[C:4]([C:11]2[CH:12]=[N+:13]([CH2:17][CH2:18][CH3:19])[CH:14]=[CH:15][CH:16]=2)[CH:5]=[CH:6][C:7]=1[N+:8]([O-:10])=[O:9], predict the reactants needed to synthesize it. The reactants are: [CH3:1][C:2]1[CH:3]=[C:4]([C:11]2[CH:12]=[N:13][CH:14]=[CH:15][CH:16]=2)[CH:5]=[CH:6][C:7]=1[N+:8]([O-:10])=[O:9].[CH2:17]([I:20])[CH2:18][CH3:19]. (6) Given the product [CH3:1][O:2][C:3](=[O:17])[CH2:4][C@@H:5]([N:8]([CH2:9][C:10]1[CH:11]=[CH:12][C:13]([F:16])=[CH:14][CH:15]=1)[C:21](=[O:20])[CH2:22][C:23]1[N:24]=[S:25]([CH3:37])(=[O:36])[C:26]2[CH:32]=[C:31]([N+:33]([O-:35])=[O:34])[CH:30]=[CH:29][C:27]=2[N:28]=1)[CH2:6][CH3:7], predict the reactants needed to synthesize it. The reactants are: [CH3:1][O:2][C:3](=[O:17])[CH2:4][C@@H:5]([NH:8][CH2:9][C:10]1[CH:15]=[CH:14][C:13]([F:16])=[CH:12][CH:11]=1)[CH2:6][CH3:7].C([O:20][C:21](=O)[CH2:22][C:23]1[N:24]=[S:25]([CH3:37])(=[O:36])[C:26]2[CH:32]=[C:31]([N+:33]([O-:35])=[O:34])[CH:30]=[CH:29][C:27]=2[N:28]=1)C.C(N(CC)CC)C. (7) Given the product [OH:30][C:26]([C:28]1[N:1]=[N:2][N:3]([CH2:9][CH2:7][C:6]([O:12][CH3:11])=[O:5])[CH:29]=1)([CH3:27])[CH3:25], predict the reactants needed to synthesize it. The reactants are: [N-:1]=[N+:2]=[N-:3].[Na+].[O:5]=[C:6]1[O:12][C@H:11]([C@H](CO)O)[C:9]([O-])=[C:7]1O.[Na+].COC(=O)CCBr.[CH3:25][C:26]([OH:30])([C:28]#[CH:29])[CH3:27]. (8) The reactants are: [CH3:1][S:2][C:3]1[N:8]=[C:7]([NH:9][CH2:10][C:11]2[CH:12]=[N:13][CH:14]=[CH:15][CH:16]=2)[C:6]([CH:17]=O)=[CH:5][N:4]=1.[Cl:19][C:20]1[CH:25]=[C:24]([C:26]2[C:31]([CH3:32])=[N:30][CH:29]=[CH:28][N:27]=2)[CH:23]=[CH:22][C:21]=1[CH2:33][C:34](OC)=[O:35].C([O-])([O-])=O.[K+].[K+]. Given the product [Cl:19][C:20]1[CH:25]=[C:24]([C:26]2[C:31]([CH3:32])=[N:30][CH:29]=[CH:28][N:27]=2)[CH:23]=[CH:22][C:21]=1[C:33]1[C:34](=[O:35])[N:9]([CH2:10][C:11]2[CH:12]=[N:13][CH:14]=[CH:15][CH:16]=2)[C:7]2[N:8]=[C:3]([S:2][CH3:1])[N:4]=[CH:5][C:6]=2[CH:17]=1, predict the reactants needed to synthesize it.